Dataset: Catalyst prediction with 721,799 reactions and 888 catalyst types from USPTO. Task: Predict which catalyst facilitates the given reaction. (1) Reactant: [NH2:1][C:2]1[C:3]([C:12]2[CH:27]=[CH:26][C:15]([C:16]([NH:18][CH2:19][C:20]3[CH:25]=[CH:24][CH:23]=[CH:22][CH:21]=3)=[O:17])=[C:14]([F:28])[CH:13]=2)=[N:4][C:5]([CH2:8][CH:9]([OH:11])[CH3:10])=[CH:6][N:7]=1. Product: [NH2:1][C:2]1[C:3]([C:12]2[CH:27]=[CH:26][C:15]([C:16]([NH:18][CH2:19][C:20]3[CH:21]=[CH:22][CH:23]=[CH:24][CH:25]=3)=[O:17])=[C:14]([F:28])[CH:13]=2)=[N:4][C:5]([CH2:8][C@H:9]([OH:11])[CH3:10])=[CH:6][N:7]=1. The catalyst class is: 5. (2) Reactant: [Br:1][C:2]1[CH:3]=[CH:4][C:5]([CH2:12]Br)=[C:6]([CH:11]=1)[C:7]([O:9]C)=O.Cl.[NH2:15][C@@H:16]1[CH2:21][CH2:20][CH2:19][CH2:18][C@H:17]1[OH:22].C(N(C(C)C)C(C)C)C.C(=O)(O)[O-].[Na+]. Product: [Br:1][C:2]1[CH:11]=[C:6]2[C:5]([CH2:12][N:15]([C@@H:16]3[CH2:21][CH2:20][CH2:19][CH2:18][C@H:17]3[OH:22])[C:7]2=[O:9])=[CH:4][CH:3]=1. The catalyst class is: 3. (3) Reactant: [NH2:1][CH2:2][CH2:3][O:4][C:5]1[CH:10]=[CH:9][C:8]([C:11]2[N:12]([CH2:24][CH3:25])[C:13]3[C:18]([C:19]=2[C:20]#[N:21])=[CH:17][CH:16]=[C:15]([O:22][CH3:23])[CH:14]=3)=[CH:7][CH:6]=1.[CH3:26][S:27](Cl)(=[O:29])=[O:28]. Product: [C:20]([C:19]1[C:18]2[C:13](=[CH:14][C:15]([O:22][CH3:23])=[CH:16][CH:17]=2)[N:12]([CH2:24][CH3:25])[C:11]=1[C:8]1[CH:9]=[CH:10][C:5]([O:4][CH2:3][CH2:2][NH:1][S:27]([CH3:26])(=[O:29])=[O:28])=[CH:6][CH:7]=1)#[N:21]. The catalyst class is: 17. (4) Reactant: [CH3:1][N:2]([CH3:16])[C:3]1([C:10]2[CH:15]=[CH:14][CH:13]=[CH:12][CH:11]=2)[CH2:8][CH2:7][CH:6]([NH2:9])[CH2:5][CH2:4]1.C1([O:23][C:24](=O)[NH:25][CH2:26][CH2:27][C:28]2[C:36]3[C:31](=[CH:32][CH:33]=[CH:34][CH:35]=3)[NH:30][CH:29]=2)C=CC=CC=1. The catalyst class is: 12. Product: [CH3:1][N:2]([CH3:16])[C:3]1([C:10]2[CH:15]=[CH:14][CH:13]=[CH:12][CH:11]=2)[CH2:8][CH2:7][CH:6]([NH:9][C:24]([NH:25][CH2:26][CH2:27][C:28]2[C:36]3[C:31](=[CH:32][CH:33]=[CH:34][CH:35]=3)[NH:30][CH:29]=2)=[O:23])[CH2:5][CH2:4]1. (5) Reactant: [Na+].[Br-].C([O-])(O)=O.[Na+].[C:8]1([CH2:14][CH:15]([CH3:19])[CH2:16][CH2:17][OH:18])[CH2:13][CH2:12][CH2:11][CH2:10][CH:9]=1.[O-]Cl.[Na+]. Product: [C:8]1([CH2:14][CH:15]([CH3:19])[CH2:16][CH:17]=[O:18])[CH2:13][CH2:12][CH2:11][CH2:10][CH:9]=1. The catalyst class is: 93. (6) Reactant: [O-]P([O-])([O-])=O.[K+].[K+].[K+].[CH2:9]([NH:16][C:17]([NH2:19])=[O:18])[C:10]1[CH:15]=[CH:14][CH:13]=[CH:12][CH:11]=1.Br[C:21]1[CH:26]=[CH:25][CH:24]=[CH:23][C:22]=1[O:27][CH3:28].CNCCNC. Product: [CH2:9]([NH:16][C:17]([NH:19][C:21]1[CH:26]=[CH:25][CH:24]=[CH:23][C:22]=1[O:27][CH3:28])=[O:18])[C:10]1[CH:15]=[CH:14][CH:13]=[CH:12][CH:11]=1. The catalyst class is: 321. (7) Reactant: [CH3:1][O:2][C:3]1[CH:8]=[C:7](B2OC(C)(C)C(C)(C)O2)[CH:6]=[CH:5][C:4]=1[NH:18][C:19](=[O:25])[O:20][C:21]([CH3:24])([CH3:23])[CH3:22].Br[C:27]1[CH:32]=[CH:31][CH:30]=[CH:29][N:28]=1.C(=O)([O-])[O-].[K+].[K+]. Product: [CH3:1][O:2][C:3]1[CH:8]=[C:7]([C:27]2[CH:32]=[CH:31][CH:30]=[CH:29][N:28]=2)[CH:6]=[CH:5][C:4]=1[NH:18][C:19](=[O:25])[O:20][C:21]([CH3:22])([CH3:23])[CH3:24]. The catalyst class is: 837.